This data is from Reaction yield outcomes from USPTO patents with 853,638 reactions. The task is: Predict the reaction yield, written as a fraction of the theoretical maximum amount of product (1.0 means a 100% yield; for example, 0.34 means a 34% yield). (1) The reactants are C(N(CC)CC)C.[Si:8](Cl)([C:11]([CH3:14])([CH3:13])[CH3:12])([CH3:10])[CH3:9].[F:16][C:17]1[CH:18]=[C:19]2[C:23](=[CH:24][CH:25]=1)[CH:22]([OH:26])[CH:21]([CH2:27][CH2:28][OH:29])[CH2:20]2.CC(OI1(OC(C)=O)(OC(C)=O)OC(=O)C2C=CC=CC1=2)=O.[OH-].[Na+]. The catalyst is ClCCl.CN(C)C1C=CN=CC=1.CCOCC. The product is [C:11]([Si:8]([CH3:10])([CH3:9])[O:29][CH2:28][CH2:27][CH:21]1[CH2:20][C:19]2[C:23](=[CH:24][CH:25]=[C:17]([F:16])[CH:18]=2)[C:22]1=[O:26])([CH3:14])([CH3:13])[CH3:12]. The yield is 0.660. (2) The reactants are [CH2:1]([C:5]1[O:9][N:8]=[C:7]([C:10]([O:12]C)=[O:11])[C:6]=1[C:14]([F:17])([F:16])[F:15])[CH:2]([CH3:4])[CH3:3].O.[OH-].[Li+]. The catalyst is CO.O. The product is [CH2:1]([C:5]1[O:9][N:8]=[C:7]([C:10]([OH:12])=[O:11])[C:6]=1[C:14]([F:17])([F:16])[F:15])[CH:2]([CH3:4])[CH3:3]. The yield is 0.970. (3) The reactants are P(Cl)(Cl)(Cl)(Cl)[Cl:2].[CH2:7]([O:14][C:15]1[CH:33]=[CH:32][C:18]([C:19]([NH:21][CH2:22][CH2:23][C:24]2[CH:29]=[CH:28][CH:27]=[C:26]([O:30][CH3:31])[CH:25]=2)=O)=[CH:17][CH:16]=1)[C:8]1[CH:13]=[CH:12][CH:11]=[CH:10][CH:9]=1.CCCCCC. The catalyst is ClCCCl. The product is [ClH:2].[CH2:7]([O:14][C:15]1[CH:33]=[CH:32][C:18]([C:19]2[C:29]3[C:24](=[CH:25][C:26]([O:30][CH3:31])=[CH:27][CH:28]=3)[CH2:23][CH2:22][N:21]=2)=[CH:17][CH:16]=1)[C:8]1[CH:13]=[CH:12][CH:11]=[CH:10][CH:9]=1. The yield is 0.870. (4) The reactants are [Cl:1][C:2]1[N:3]=[N:4][C:5]([Cl:9])=[CH:6][C:7]=1Cl.[NH:10]1[CH2:15][CH2:14][O:13][CH2:12][CH2:11]1. The catalyst is CCO. The product is [Cl:1][C:2]1[N:3]=[N:4][C:5]([Cl:9])=[CH:6][C:7]=1[N:10]1[CH2:15][CH2:14][O:13][CH2:12][CH2:11]1. The yield is 0.860. (5) The reactants are [CH2:1]([S:3][CH2:4][CH2:5][O:6][C:7]1[CH:12]=[C:11]([CH3:13])[C:10]([C:14]2[CH:19]=[CH:18][CH:17]=[C:16]([CH2:20][O:21][C:22]3[CH:35]=[CH:34][C:25]4[C@H:26]([CH2:29][C:30]([O:32]C)=[O:31])[CH2:27][O:28][C:24]=4[CH:23]=3)[CH:15]=2)=[C:9]([CH3:36])[CH:8]=1)[CH3:2].CO.[OH-].[Na+].Cl. The catalyst is O.O1CCCC1. The yield is 0.890. The product is [CH2:1]([S:3][CH2:4][CH2:5][O:6][C:7]1[CH:8]=[C:9]([CH3:36])[C:10]([C:14]2[CH:19]=[CH:18][CH:17]=[C:16]([CH2:20][O:21][C:22]3[CH:35]=[CH:34][C:25]4[C@H:26]([CH2:29][C:30]([OH:32])=[O:31])[CH2:27][O:28][C:24]=4[CH:23]=3)[CH:15]=2)=[C:11]([CH3:13])[CH:12]=1)[CH3:2]. (6) The reactants are C[O:2][C:3](=[O:39])[CH2:4][N:5]([S:29]([N:32]1[CH2:37][CH2:36][N:35]([CH3:38])[CH2:34][CH2:33]1)(=[O:31])=[O:30])[CH2:6][C:7]1[CH:12]=[CH:11][CH:10]=[C:9]([O:13][CH2:14][CH2:15][C:16]2[N:17]=[C:18]([C:22]3[CH:27]=[CH:26][C:25]([CH3:28])=[CH:24][CH:23]=3)[O:19][C:20]=2[CH3:21])[CH:8]=1.O.[OH-].[Li+]. No catalyst specified. The product is [CH3:38][N:35]1[CH2:36][CH2:37][N:32]([S:29]([N:5]([CH2:4][C:3]([OH:39])=[O:2])[CH2:6][C:7]2[CH:12]=[CH:11][CH:10]=[C:9]([O:13][CH2:14][CH2:15][C:16]3[N:17]=[C:18]([C:22]4[CH:23]=[CH:24][C:25]([CH3:28])=[CH:26][CH:27]=4)[O:19][C:20]=3[CH3:21])[CH:8]=2)(=[O:31])=[O:30])[CH2:33][CH2:34]1. The yield is 0.990. (7) The reactants are [N:1]1[CH:6]=[CH:5][N:4]=[C:3]([NH:7][C:8]2[C:9](=[O:16])[N:10]([CH3:15])[CH:11]=[C:12](Br)[CH:13]=2)[N:2]=1.[C:17]([O:20][CH2:21][C:22]1[C:23]([N:37]2[CH2:49][CH2:48][N:40]3[C:41]4[CH2:42][CH2:43][CH2:44][CH2:45][C:46]=4[CH:47]=[C:39]3[C:38]2=[O:50])=[N:24][CH:25]=[CH:26][C:27]=1B1OC(C)(C)C(C)(C)O1)(=[O:19])[CH3:18].C([O-])(=O)C.[Na+].[O-]P([O-])([O-])=O.[K+].[K+].[K+]. The catalyst is C1C=CC(P(C2C=CC=CC=2)[C-]2C=CC=C2)=CC=1.C1C=CC(P(C2C=CC=CC=2)[C-]2C=CC=C2)=CC=1.Cl[Pd]Cl.[Fe+2].C(#N)C.O. The product is [C:17]([O:20][CH2:21][C:22]1[C:23]([N:37]2[CH2:49][CH2:48][N:40]3[C:41]4[CH2:42][CH2:43][CH2:44][CH2:45][C:46]=4[CH:47]=[C:39]3[C:38]2=[O:50])=[N:24][CH:25]=[CH:26][C:27]=1[C:12]1[CH:13]=[C:8]([NH:7][C:3]2[N:2]=[N:1][CH:6]=[CH:5][N:4]=2)[C:9](=[O:16])[N:10]([CH3:15])[CH:11]=1)(=[O:19])[CH3:18]. The yield is 0.990. (8) The reactants are C([O-])([O-])=O.[Cs+].[Cs+].[CH3:7][S:8]([N:11]1[CH2:16][CH2:15][C:14]2[NH:17][N:18]=[C:19]([C:20]3[CH:25]=[CH:24][C:23]([C:26]([F:29])([F:28])[F:27])=[CH:22][CH:21]=3)[C:13]=2[CH2:12]1)(=[O:10])=[O:9].Br[CH2:31][CH2:32][CH2:33][OH:34].CO. The catalyst is CN(C=O)C.O. The product is [CH3:7][S:8]([N:11]1[CH2:16][CH2:15][C:14]2[N:17]([CH2:31][CH2:32][CH2:33][OH:34])[N:18]=[C:19]([C:20]3[CH:21]=[CH:22][C:23]([C:26]([F:29])([F:27])[F:28])=[CH:24][CH:25]=3)[C:13]=2[CH2:12]1)(=[O:9])=[O:10]. The yield is 0.546.